This data is from Reaction yield outcomes from USPTO patents with 853,638 reactions. The task is: Predict the reaction yield, written as a fraction of the theoretical maximum amount of product (1.0 means a 100% yield; for example, 0.34 means a 34% yield). (1) The reactants are COC(=O)C=CC1C2N(C3C=CC=CC=3)C=[N:11][C:10]=2C=C(C(F)(F)F)C=1.CN1[CH2:32][CH2:31][N:30]([C:33](=[O:55])[CH:34]=[CH:35][C:36]2[C:44]3[N:43]([C:45]4[CH:50]=[CH:49][CH:48]=[CH:47][CH:46]=4)[CH:42]=[N:41][C:40]=3[CH:39]=[C:38]([C:51]([F:54])([F:53])[F:52])[CH:37]=2)[CH2:29]C1. No catalyst specified. The product is [C:10]([CH2:32][CH2:31][N:30]([CH3:29])[C:33](=[O:55])[CH:34]=[CH:35][C:36]1[C:44]2[N:43]([C:45]3[CH:46]=[CH:47][CH:48]=[CH:49][CH:50]=3)[CH:42]=[N:41][C:40]=2[CH:39]=[C:38]([C:51]([F:54])([F:52])[F:53])[CH:37]=1)#[N:11]. The yield is 0.0500. (2) The reactants are [Cl:1][C:2]1[CH:10]=[CH:9][CH:8]=[C:7]2[C:3]=1[CH:4]=[CH:5][NH:6]2.[H-].[Na+].IC.[C:15](OCC)(=O)C. The catalyst is CN(C)C=O. The product is [Cl:1][C:2]1[CH:10]=[CH:9][CH:8]=[C:7]2[C:3]=1[CH:4]=[CH:5][N:6]2[CH3:15]. The yield is 0.720. (3) The yield is 0.490. The catalyst is CO. The product is [C:1]([C:5]1[CH:6]=[CH:7][C:8]([C:9]([NH:11][C:12]2[CH:27]=[CH:26][C:25]([C:28]([OH:30])=[O:29])=[CH:24][C:13]=2[C:14]([NH:16][C:17]2[CH:22]=[CH:21][C:20]([Cl:23])=[CH:19][N:18]=2)=[O:15])=[O:10])=[CH:32][CH:33]=1)([CH3:4])([CH3:2])[CH3:3]. The reactants are [C:1]([C:5]1[CH:33]=[CH:32][C:8]([C:9]([NH:11][C:12]2[CH:27]=[CH:26][C:25]([C:28]([O:30]C)=[O:29])=[CH:24][C:13]=2[C:14]([NH:16][C:17]2[CH:22]=[CH:21][C:20]([Cl:23])=[CH:19][N:18]=2)=[O:15])=[O:10])=[CH:7][CH:6]=1)([CH3:4])([CH3:3])[CH3:2].[OH-].[Na+]. (4) The reactants are [F:1][C:2]1[CH:7]=[C:6]([I:8])[CH:5]=[CH:4][C:3]=1[NH:9][C:10]1[C:15]([N+:16]([O-])=O)=[C:14]([F:19])[CH:13]=[C:12]([F:20])[C:11]=1[F:21].[C:22](N1C=CN=C1)(N1C=CN=C1)=[O:23]. The catalyst is C(Cl)Cl. The product is [F:19][C:14]1[C:15]2[NH:16][C:22](=[O:23])[N:9]([C:3]3[CH:4]=[CH:5][C:6]([I:8])=[CH:7][C:2]=3[F:1])[C:10]=2[C:11]([F:21])=[C:12]([F:20])[CH:13]=1. The yield is 0.658. (5) The reactants are Br[C:2]1[CH:11]=[N:10][CH:9]=[C:8]2[C:3]=1[CH:4]=[C:5]([C:12]([NH2:14])=[O:13])[CH:6]=[N:7]2.[O:15]1[CH2:20][CH:19]=[C:18](B2OC(C)(C)C(C)(C)O2)[CH2:17][CH2:16]1.C(=O)([O-])[O-].[Cs+].[Cs+]. The catalyst is O1CCOCC1.O.C1(P([C-]2C=CC=C2)C2C=CC=CC=2)C=CC=CC=1.[C-]1(P(C2C=CC=CC=2)C2C=CC=CC=2)C=CC=C1.[Fe+2].[Pd](Cl)Cl. The product is [O:15]1[CH2:16][CH:17]=[C:18]([C:2]2[CH:11]=[N:10][CH:9]=[C:8]3[C:3]=2[CH:4]=[C:5]([C:12]([NH2:14])=[O:13])[CH:6]=[N:7]3)[CH2:19][CH2:20]1. The yield is 0.440.